From a dataset of Forward reaction prediction with 1.9M reactions from USPTO patents (1976-2016). Predict the product of the given reaction. (1) Given the reactants [CH2:1]([O:8][CH2:9][C@@H:10]([NH:30][C:31](=[O:43])[C:32]([NH:35]C(=O)OC(C)(C)C)([CH3:34])[CH3:33])[C:11]([N:13]1[CH2:29][CH2:28][CH2:27][C:15]2([C:18](=[O:19])[N:17]([CH3:20])[CH:16]2[C:21]2[CH:26]=[CH:25][CH:24]=[CH:23][CH:22]=2)[CH2:14]1)=[O:12])[C:2]1[CH:7]=[CH:6][CH:5]=[CH:4][CH:3]=1.C(O)(C(F)(F)F)=O.CO, predict the reaction product. The product is: [NH2:35][C:32]([CH3:34])([CH3:33])[C:31]([NH:30][C@H:10]([CH2:9][O:8][CH2:1][C:2]1[CH:7]=[CH:6][CH:5]=[CH:4][CH:3]=1)[C:11]([N:13]1[CH2:29][CH2:28][CH2:27][C:15]2([C:18](=[O:19])[N:17]([CH3:20])[CH:16]2[C:21]2[CH:26]=[CH:25][CH:24]=[CH:23][CH:22]=2)[CH2:14]1)=[O:12])=[O:43]. (2) Given the reactants [CH2:1]([C@@:3]12[CH2:13][CH2:12][C@:11]([OH:17])([CH2:14][CH2:15][CH3:16])[CH2:10][C@@H:9]1[CH2:8][CH2:7][CH2:6][C:5]1[CH:18]=[C:19]([C:22](O)=[O:23])[CH:20]=[CH:21][C:4]2=1)[CH3:2].CN(C(ON1N=NC2C=CC=CC1=2)=[N+](C)C)C.F[P-](F)(F)(F)(F)F.CCN(C(C)C)C(C)C.[Cl:58][C:59]1[CH:65]=[CH:64][CH:63]=[CH:62][C:60]=1[NH2:61], predict the reaction product. The product is: [Cl:58][C:59]1[CH:65]=[CH:64][CH:63]=[CH:62][C:60]=1[NH:61][C:22]([C:19]1[CH:20]=[CH:21][C:4]2[C@:3]3([CH2:1][CH3:2])[CH2:13][CH2:12][C@:11]([OH:17])([CH2:14][CH2:15][CH3:16])[CH2:10][C@@H:9]3[CH2:8][CH2:7][CH2:6][C:5]=2[CH:18]=1)=[O:23]. (3) Given the reactants [Br:1][C:2]1[C:3]([C:9]([OH:11])=[O:10])=[N:4][C:5]([Cl:8])=[CH:6][CH:7]=1.S(=O)(=O)(O)O.[C:17]1(C)C=CC=C[CH:18]=1, predict the reaction product. The product is: [CH2:17]([O:10][C:9]([C:3]1[C:2]([Br:1])=[CH:7][CH:6]=[C:5]([Cl:8])[N:4]=1)=[O:11])[CH3:18]. (4) The product is: [C:1]([O:5][C:6]([NH:8][C@@:9]12[CH2:16][CH2:15][CH2:14][C@@:13]1([Cl:17])[CH2:12][NH:11][CH2:10]2)=[O:7])([CH3:4])([CH3:2])[CH3:3]. Given the reactants [C:1]([O:5][C:6]([NH:8][C@@:9]12[CH2:16][CH2:15][CH2:14][C@@:13]1([Cl:17])[CH2:12][N:11]([C@@H](C1C=CC=CC=1)C)[CH2:10]2)=[O:7])([CH3:4])([CH3:3])[CH3:2], predict the reaction product. (5) Given the reactants [OH-].[Li+].C([O:5][C:6]([C:8]1[C:13](=[O:14])[NH:12][CH:11]([NH:15][C:16]2[CH:17]=[CH:18][C:19]3[O:23][C:22]([CH2:24][CH3:25])=[C:21]([CH3:26])[C:20]=3[CH:27]=2)[N:10]([CH2:28][C:29]2[CH:34]=[CH:33][C:32]([Cl:35])=[CH:31][CH:30]=2)[CH:9]=1)=[O:7])C.C(O)C.Cl, predict the reaction product. The product is: [OH:7][C:6]([C:8]1[C:13](=[O:14])[NH:12][CH:11]([NH:15][C:16]2[CH:17]=[CH:18][C:19]3[O:23][C:22]([CH2:24][CH3:25])=[C:21]([CH3:26])[C:20]=3[CH:27]=2)[N:10]([CH2:28][C:29]2[CH:34]=[CH:33][C:32]([Cl:35])=[CH:31][CH:30]=2)[CH:9]=1)=[O:5]. (6) Given the reactants [C:1]1([S:7]([NH:10][C:11]2[CH:12]=[C:13]3[C:18](=[CH:19][CH:20]=2)[O:17][CH2:16][CH2:15][C:14]3=[C:21]2[CH2:26][CH2:25][N:24](C(OCC3C=CC=CC=3)=O)[CH2:23][CH2:22]2)(=[O:9])=[O:8])[CH:6]=[CH:5][CH:4]=[CH:3][CH:2]=1.Cl.[OH-].[Na+].C(=O)([O-])[O-].[Na+].[Na+], predict the reaction product. The product is: [OH2:8].[NH:24]1[CH2:23][CH2:22][CH:21]([C:14]2[C:13]3[C:18](=[CH:19][CH:20]=[C:11]([NH:10][S:7]([C:1]4[CH:2]=[CH:3][CH:4]=[CH:5][CH:6]=4)(=[O:9])=[O:8])[CH:12]=3)[O:17][CH2:16][CH:15]=2)[CH2:26][CH2:25]1.[NH:24]1[CH2:23][CH2:22][CH:21]([C:14]2[C:13]3[C:18](=[CH:19][CH:20]=[C:11]([NH:10][S:7]([C:1]4[CH:2]=[CH:3][CH:4]=[CH:5][CH:6]=4)(=[O:9])=[O:8])[CH:12]=3)[O:17][CH2:16][CH:15]=2)[CH2:26][CH2:25]1. (7) Given the reactants C(OC(=O)[NH:7][C:8]1[CH:13]=[CH:12][C:11]([O:14][C:15]2[CH:20]=[CH:19][C:18]([S:21]([CH2:24][CH:25]3[CH2:27][S:26]3)(=[O:23])=[O:22])=[CH:17][CH:16]=2)=[CH:10][C:9]=1[O:28]COC)(C)(C)C, predict the reaction product. The product is: [NH2:7][C:8]1[CH:13]=[CH:12][C:11]([O:14][C:15]2[CH:16]=[CH:17][C:18]([S:21]([CH2:24][CH:25]3[CH2:27][S:26]3)(=[O:23])=[O:22])=[CH:19][CH:20]=2)=[CH:10][C:9]=1[OH:28].